Task: Regression. Given two drug SMILES strings and cell line genomic features, predict the synergy score measuring deviation from expected non-interaction effect.. Dataset: NCI-60 drug combinations with 297,098 pairs across 59 cell lines (1) Drug 1: CS(=O)(=O)C1=CC(=C(C=C1)C(=O)NC2=CC(=C(C=C2)Cl)C3=CC=CC=N3)Cl. Drug 2: C1=CC=C(C=C1)NC(=O)CCCCCCC(=O)NO. Cell line: MDA-MB-231. Synergy scores: CSS=34.8, Synergy_ZIP=21.4, Synergy_Bliss=25.2, Synergy_Loewe=19.9, Synergy_HSA=25.3. (2) Drug 1: CNC(=O)C1=NC=CC(=C1)OC2=CC=C(C=C2)NC(=O)NC3=CC(=C(C=C3)Cl)C(F)(F)F. Drug 2: C1=NC2=C(N1)C(=S)N=CN2. Cell line: SF-268. Synergy scores: CSS=38.1, Synergy_ZIP=-1.04, Synergy_Bliss=-2.54, Synergy_Loewe=-39.3, Synergy_HSA=-4.24. (3) Drug 1: CC1=CC=C(C=C1)C2=CC(=NN2C3=CC=C(C=C3)S(=O)(=O)N)C(F)(F)F. Drug 2: CC(C)NC(=O)C1=CC=C(C=C1)CNNC.Cl. Cell line: HCC-2998. Synergy scores: CSS=-5.11, Synergy_ZIP=1.42, Synergy_Bliss=1.38, Synergy_Loewe=-8.79, Synergy_HSA=-4.90. (4) Drug 1: C1C(C(OC1N2C=C(C(=O)NC2=O)F)CO)O. Drug 2: C1=CC=C(C(=C1)C(C2=CC=C(C=C2)Cl)C(Cl)Cl)Cl. Cell line: EKVX. Synergy scores: CSS=2.66, Synergy_ZIP=-0.629, Synergy_Bliss=0.119, Synergy_Loewe=-4.68, Synergy_HSA=-0.688. (5) Drug 1: CCCCCOC(=O)NC1=NC(=O)N(C=C1F)C2C(C(C(O2)C)O)O. Drug 2: C1=CC=C(C=C1)NC(=O)CCCCCCC(=O)NO. Cell line: MDA-MB-435. Synergy scores: CSS=0.960, Synergy_ZIP=-1.19, Synergy_Bliss=-1.35, Synergy_Loewe=-9.09, Synergy_HSA=-4.28. (6) Drug 1: CC1=C(C(CCC1)(C)C)C=CC(=CC=CC(=CC(=O)O)C)C. Drug 2: C1C(C(OC1N2C=NC3=C2NC=NCC3O)CO)O. Cell line: SF-268. Synergy scores: CSS=1.42, Synergy_ZIP=-0.0205, Synergy_Bliss=1.23, Synergy_Loewe=1.44, Synergy_HSA=-0.0737. (7) Drug 1: CC1=C2C(C(=O)C3(C(CC4C(C3C(C(C2(C)C)(CC1OC(=O)C(C(C5=CC=CC=C5)NC(=O)OC(C)(C)C)O)O)OC(=O)C6=CC=CC=C6)(CO4)OC(=O)C)OC)C)OC. Drug 2: CCC1=CC2CC(C3=C(CN(C2)C1)C4=CC=CC=C4N3)(C5=C(C=C6C(=C5)C78CCN9C7C(C=CC9)(C(C(C8N6C)(C(=O)OC)O)OC(=O)C)CC)OC)C(=O)OC.C(C(C(=O)O)O)(C(=O)O)O. Cell line: NCI-H322M. Synergy scores: CSS=52.0, Synergy_ZIP=5.71, Synergy_Bliss=3.30, Synergy_Loewe=-2.02, Synergy_HSA=7.41.